This data is from Catalyst prediction with 721,799 reactions and 888 catalyst types from USPTO. The task is: Predict which catalyst facilitates the given reaction. (1) Reactant: [N:1]1[N:2]2[CH:10]=[CH:9][CH:8]=[C:3]2[C:4]([NH2:7])=[N:5][CH:6]=1.[Br:11]N1C(C)(C)C(=O)N(Br)C1=O.CO.C(Cl)Cl.[O-]S([O-])=O.[Na+].[Na+]. Product: [Br:11][C:10]1[N:2]2[C:3]([C:4]([NH2:7])=[N:5][CH:6]=[N:1]2)=[CH:8][CH:9]=1. The catalyst class is: 39. (2) Reactant: CO.[CH:3]([C:5]1[CH:10]=[CH:9][C:8]([N:11]2[CH:15]([C:16]3[CH:21]=[CH:20][CH:19]=[CH:18][CH:17]=3)[C:14]([C:22](=[O:31])[C:23]3[CH:28]=[CH:27][C:26]([O:29][CH3:30])=[CH:25][CH:24]=3)=[C:13]([OH:32])[C:12]2=[O:33])=[CH:7][CH:6]=1)=O.[Cl-].[CH3:35][O:36][NH3+:37].C([O-])(=O)C.[Na+]. Product: [OH:32][C:13]1[C:12](=[O:33])[N:11]([C:8]2[CH:7]=[CH:6][C:5]([CH:3]=[N:37][O:36][CH3:35])=[CH:10][CH:9]=2)[CH:15]([C:16]2[CH:21]=[CH:20][CH:19]=[CH:18][CH:17]=2)[C:14]=1[C:22](=[O:31])[C:23]1[CH:28]=[CH:27][C:26]([O:29][CH3:30])=[CH:25][CH:24]=1. The catalyst class is: 6. (3) Reactant: [F:1][C:2]1[CH:11]=[C:10]2[C:5]([CH2:6][CH2:7][CH2:8][C@H:9]2[NH2:12])=[CH:4][CH:3]=1.C(N(CC)CC)C.[F:20][C:21]([F:32])([F:31])[C:22](O[C:22](=[O:23])[C:21]([F:32])([F:31])[F:20])=[O:23]. Product: [F:20][C:21]([F:32])([F:31])[C:22]([NH:12][C@H:9]1[C:10]2[C:5](=[CH:4][CH:3]=[C:2]([F:1])[CH:11]=2)[CH2:6][CH2:7][CH2:8]1)=[O:23]. The catalyst class is: 2. (4) The catalyst class is: 4. Reactant: [CH3:1][NH:2][CH:3]1[CH2:16][C:15]2[C:6]([CH3:25])([CH:7]3[CH:12]([CH2:13][CH:14]=2)[CH:11]2[CH2:17][CH2:18][CH:19]4[CH:20]([CH3:24])[N:21]([CH3:23])[CH2:22][C:10]24[CH2:9][CH2:8]3)[CH2:5][CH2:4]1.C(N(CC)CC)C.[C:33](Cl)([Cl:35])=[O:34]. Product: [CH3:1][N:2]([CH:3]1[CH2:16][C:15]2[C:6]([CH3:25])([CH:7]3[CH:12]([CH2:13][CH:14]=2)[CH:11]2[CH2:17][CH2:18][CH:19]4[CH:20]([CH3:24])[N:21]([CH3:23])[CH2:22][C:10]24[CH2:9][CH2:8]3)[CH2:5][CH2:4]1)[C:33]([Cl:35])=[O:34]. (5) Reactant: Cl.[C:2]([C:4]1[CH:5]=[C:6]([C@H:10]([CH2:14][C:15]2[CH:20]=[CH:19][C:18]([OH:21])=[CH:17][CH:16]=2)[C@@H:11]([NH2:13])[CH3:12])[CH:7]=[CH:8][CH:9]=1)#[N:3].[CH3:22][C:23]([O:28][C:29]1[CH:34]=[CH:33][C:32]([CH3:35])=[CH:31][N:30]=1)([CH3:27])[C:24](O)=[O:25].Cl.C(N=C=NCCCN(C)C)C.N1C=CC=CC=1. Product: [C:2]([C:4]1[CH:5]=[C:6]([CH:10]([CH2:14][C:15]2[CH:16]=[CH:17][C:18]([OH:21])=[CH:19][CH:20]=2)[CH:11]([NH:13][C:24](=[O:25])[C:23]([O:28][C:29]2[CH:34]=[CH:33][C:32]([CH3:35])=[CH:31][N:30]=2)([CH3:27])[CH3:22])[CH3:12])[CH:7]=[CH:8][CH:9]=1)#[N:3]. The catalyst class is: 10. (6) Reactant: [OH:1][C:2]1[CH:3]=[C:4]([CH:7]=[CH:8][C:9]=1[OH:10])[CH:5]=[O:6].C([O-])([O-])=O.[K+].[K+].Br[CH2:18][CH:19]1[CH2:21][CH2:20]1.Cl. Product: [CH:19]1([CH2:18][O:10][C:9]2[CH:8]=[CH:7][C:4]([CH:5]=[O:6])=[CH:3][C:2]=2[OH:1])[CH2:21][CH2:20]1. The catalyst class is: 31.